The task is: Predict the reactants needed to synthesize the given product.. This data is from Full USPTO retrosynthesis dataset with 1.9M reactions from patents (1976-2016). (1) The reactants are: [CH3:1][O:2][C:3]1[CH:12]=[C:11]2[C:6]([CH:7]=[CH:8][C:9](=[O:16])[N:10]2[CH2:13][CH:14]=O)=[CH:5][CH:4]=1.[NH:17]1[CH2:22][CH2:21][CH:20]([NH:23][C:24](=[O:30])[O:25][C:26]([CH3:29])([CH3:28])[CH3:27])[CH2:19][CH2:18]1.C(O[BH-](OC(=O)C)OC(=O)C)(=O)C.[Na+].C(=O)([O-])O.[Na+]. Given the product [CH3:1][O:2][C:3]1[CH:12]=[C:11]2[C:6]([CH:7]=[CH:8][C:9](=[O:16])[N:10]2[CH2:13][CH2:14][N:17]2[CH2:18][CH2:19][CH:20]([NH:23][C:24](=[O:30])[O:25][C:26]([CH3:28])([CH3:27])[CH3:29])[CH2:21][CH2:22]2)=[CH:5][CH:4]=1, predict the reactants needed to synthesize it. (2) Given the product [NH2:54][C@H:39]([CH2:40][CH2:41][C@@H:42]1[S:46][CH2:45][NH:44][CH2:43]1)[C:38]([O:37][C@H:36]1[C@@H:35]([OH:63])[C@H:34]([N:64]2[CH:72]=[N:71][C:70]3[C:65]2=[N:66][CH:67]=[N:68][C:69]=3[NH2:73])[O:33][C@H:32]1[CH2:31][O:30][P:27]([O:26][C@H:17]1[CH2:16][C@H:15]([N:12]2[CH:13]=[CH:14][C:9]([NH2:8])=[N:10][C:11]2=[O:74])[O:19][C@@H:18]1[CH2:20][O:21][P:22]([OH:24])([OH:25])=[O:23])([OH:29])=[O:28])=[O:62], predict the reactants needed to synthesize it. The reactants are: FC(F)(F)C(O)=O.[NH2:8][C:9]1[CH:14]=[CH:13][N:12]([C@@H:15]2[O:19][C@H:18]([CH2:20][O:21][P:22]([OH:25])([OH:24])=[O:23])[C@@H:17]([O:26][P:27]([O:30][CH2:31][C@@H:32]3[C@@H:36]([O:37][C:38](=[O:62])[C@@H:39]([NH:54]C(OC(C)(C)C)=O)[CH2:40][CH2:41][C@@H:42]4[S:46][CH2:45][N:44](C(OC(C)(C)C)=O)[CH2:43]4)[C@@H:35]([OH:63])[C@H:34]([N:64]4[CH:72]=[N:71][C:70]5[C:65]4=[N:66][CH:67]=[N:68][C:69]=5[NH2:73])[O:33]3)([OH:29])=[O:28])[CH2:16]2)[C:11](=[O:74])[N:10]=1.